This data is from Tox21: 12 toxicity assays (nuclear receptors and stress response pathways). The task is: Binary classification across 12 toxicity assays. The molecule is CCC(C)(C)OC. It tested positive (active) for: NR-ER (Estrogen Receptor agonist activity).